From a dataset of Forward reaction prediction with 1.9M reactions from USPTO patents (1976-2016). Predict the product of the given reaction. (1) Given the reactants [CH2:1]([O:3][C:4](=[O:18])[CH2:5][O:6][C:7]1[CH:17]=[N:16][CH:15]=[CH:14][C:8]=1[C:9](OCC)=[O:10])[CH3:2].[H-].[Na+], predict the reaction product. The product is: [OH:10][C:9]1[C:8]2[C:7](=[CH:17][N:16]=[CH:15][CH:14]=2)[O:6][C:5]=1[C:4]([O:3][CH2:1][CH3:2])=[O:18]. (2) Given the reactants [N:1]1([CH2:7][C:8]2[CH:9]=[C:10]([C:14]3[CH:15]=[C:16]4[C:20](=[CH:21][C:22]=3[NH:23][C:24]([C:26]3[N:27]=[C:28]([C:31]5[N:35](C6CCCCO6)[N:34]=[C:33]([C:42]([F:45])([F:44])[F:43])[CH:32]=5)[S:29][CH:30]=3)=[O:25])[N:19](COCC[Si](C)(C)C)[N:18]=[CH:17]4)[CH:11]=[CH:12][CH:13]=2)[CH2:6][CH2:5][CH2:4][CH2:3][CH2:2]1.C(O)(C(F)(F)F)=O.[Cl:61]CCl, predict the reaction product. The product is: [ClH:61].[N:1]1([CH2:7][C:8]2[CH:9]=[C:10]([C:14]3[CH:15]=[C:16]4[C:20](=[CH:21][C:22]=3[NH:23][C:24]([C:26]3[N:27]=[C:28]([C:31]5[NH:35][N:34]=[C:33]([C:42]([F:45])([F:43])[F:44])[CH:32]=5)[S:29][CH:30]=3)=[O:25])[NH:19][N:18]=[CH:17]4)[CH:11]=[CH:12][CH:13]=2)[CH2:2][CH2:3][CH2:4][CH2:5][CH2:6]1. (3) Given the reactants [NH2:1][C:2]1[CH:7]=[C:6]([CH3:8])[CH:5]=[C:4]([CH3:9])[C:3]=1[OH:10].[C:11](N1C=CN=C1)(N1C=CN=C1)=[O:12], predict the reaction product. The product is: [CH3:8][C:6]1[CH:5]=[C:4]([CH3:9])[C:3]2[O:10][C:11](=[O:12])[NH:1][C:2]=2[CH:7]=1.